Dataset: Full USPTO retrosynthesis dataset with 1.9M reactions from patents (1976-2016). Task: Predict the reactants needed to synthesize the given product. (1) Given the product [CH:1]1([CH2:4][N:5]2[CH2:14][CH2:13][C:12]3[C:7](=[CH:8][CH:9]=[CH:10][C:11]=3[NH:15][CH2:16][C:17]([N:19]([CH2:31][CH2:32][NH:33][CH2:34][C:35]([F:38])([F:36])[F:37])[CH2:20][C:21]3[CH:26]=[CH:25][CH:24]=[CH:23][C:22]=3[C:27]([F:29])([F:30])[F:28])=[O:18])[CH2:6]2)[CH2:3][CH2:2]1, predict the reactants needed to synthesize it. The reactants are: [CH:1]1([CH2:4][N:5]2[CH2:14][CH2:13][C:12]3[C:7](=[CH:8][CH:9]=[CH:10][C:11]=3[NH:15][CH2:16][C:17]([N:19]([CH2:31][CH2:32][N:33](CC3C=CC(OC)=CC=3)[CH2:34][C:35]([F:38])([F:37])[F:36])[CH2:20][C:21]3[CH:26]=[CH:25][CH:24]=[CH:23][C:22]=3[C:27]([F:30])([F:29])[F:28])=[O:18])[CH2:6]2)[CH2:3][CH2:2]1.CC(O)=O. (2) Given the product [N+:21]([C:24]1[CH:25]=[C:26]([S:30]([CH2:33][CH2:34][O:16][C:15](=[O:17])[CH2:14][CH2:13][CH2:12][NH:11][C:9](=[O:10])[CH2:8][O:7][C:6]2[CH:18]=[CH:19][CH:20]=[C:4]([CH:1]([CH3:3])[CH3:2])[CH:5]=2)(=[O:32])=[O:31])[CH:27]=[CH:28][CH:29]=1)([O-:23])=[O:22], predict the reactants needed to synthesize it. The reactants are: [CH:1]([C:4]1[CH:5]=[C:6]([CH:18]=[CH:19][CH:20]=1)[O:7][CH2:8][C:9]([NH:11][CH2:12][CH2:13][CH2:14][C:15]([OH:17])=[O:16])=[O:10])([CH3:3])[CH3:2].[N+:21]([C:24]1[CH:25]=[C:26]([S:30]([CH2:33][CH2:34]O)(=[O:32])=[O:31])[CH:27]=[CH:28][CH:29]=1)([O-:23])=[O:22].CC1C=CC(S(O)(=O)=O)=CC=1.O. (3) The reactants are: [N+:1]([C:4]1[CH:9]=[CH:8][C:7]([C:10]2[CH:15]=[CH:14][CH:13]=[CH:12][CH:11]=2)=[CH:6][CH:5]=1)([O-])=O.[CH2:16]([OH:20])[CH2:17][CH2:18][CH3:19].C(P(CCCC)CCCC)CCC. Given the product [CH2:16]([O:20][C:4]1[CH2:9][CH:8]=[C:7]([C:10]2[CH:11]=[CH:12][CH:13]=[CH:14][CH:15]=2)[CH:6]=[CH:5][N:1]=1)[CH2:17][CH2:18][CH3:19], predict the reactants needed to synthesize it. (4) The reactants are: [C:1]1([C:7]([C:13]2[CH:18]=[CH:17][CH:16]=[CH:15][CH:14]=2)([CH2:11][CH3:12])[C:8](O)=[O:9])[CH:6]=[CH:5][CH:4]=[CH:3][CH:2]=1.[NH2:19][CH2:20][CH2:21][CH2:22][N:23]1[CH2:28][CH2:27][CH:26]([C:29]2[CH:30]=[C:31]([NH:35][C:36](=[O:40])[CH:37]([CH3:39])[CH3:38])[CH:32]=[CH:33][CH:34]=2)[CH2:25][CH2:24]1. Given the product [C:36]([NH:35][C:31]1[CH:30]=[C:29]([CH:26]2[CH2:27][CH2:28][N:23]([CH2:22][CH2:21][CH2:20][NH:19][C:8](=[O:9])[C:7]([C:1]3[CH:6]=[CH:5][CH:4]=[CH:3][CH:2]=3)([C:13]3[CH:18]=[CH:17][CH:16]=[CH:15][CH:14]=3)[CH2:11][CH3:12])[CH2:24][CH2:25]2)[CH:34]=[CH:33][CH:32]=1)(=[O:40])[CH:37]([CH3:38])[CH3:39], predict the reactants needed to synthesize it. (5) Given the product [OH:1][C:2]1[C:3]([CH3:35])=[CH:4][C:5]([CH2:6][C@@H:7]([CH2:11][C:12]([N:13]2[CH2:18][CH2:17][CH:16]([N:19]3[CH2:25][CH2:24][C:23]4[CH:26]=[CH:27][CH:28]=[CH:29][C:22]=4[NH:21][C:20]3=[O:30])[CH2:15][CH2:14]2)=[O:31])[C:8]([N:74]2[CH2:73][CH2:72][N:71]([CH:68]3[CH2:69][CH2:70][O:65][CH2:66][CH2:67]3)[CH2:76][CH2:75]2)=[O:10])=[CH:32][C:33]=1[CH3:34], predict the reactants needed to synthesize it. The reactants are: [OH:1][C:2]1[C:33]([CH3:34])=[CH:32][C:5]([CH2:6][C@@H:7]([CH2:11][C:12](=[O:31])[N:13]2[CH2:18][CH2:17][CH:16]([N:19]3[CH2:25][CH2:24][C:23]4[CH:26]=[CH:27][CH:28]=[CH:29][C:22]=4[NH:21][C:20]3=[O:30])[CH2:15][CH2:14]2)[C:8]([OH:10])=O)=[CH:4][C:3]=1[CH3:35].CN(C(ON1N=NC2C=CC=CC1=2)=[N+](C)C)C.[B-](F)(F)(F)F.C(N(CC)CC)C.[O:65]1[CH2:70][CH2:69][CH:68]([N:71]2[CH2:76][CH2:75][NH:74][CH2:73][CH2:72]2)[CH2:67][CH2:66]1.